This data is from Forward reaction prediction with 1.9M reactions from USPTO patents (1976-2016). The task is: Predict the product of the given reaction. (1) Given the reactants [OH-:1].[Na+].C[O:4][C:5](=[O:12])[CH2:6][NH:7][C:8]([CH3:11])([CH3:10])[CH3:9].[CH3:13][OH:14], predict the reaction product. The product is: [CH3:9][C:8]([CH3:11])([O:1][C:13]([N:7]([C:8]([CH3:11])([CH3:10])[CH3:9])[CH2:6][C:5]([OH:4])=[O:12])=[O:14])[CH3:10]. (2) Given the reactants [N:1]1[C:10]2[C:5](=[CH:6][CH:7]=[CH:8][CH:9]=2)[CH:4]=[CH:3][C:2]=1[CH2:11][O:12][C:13]1[CH:18]=[CH:17][C:16]([CH2:19][C:20]([O:22]CC)=[O:21])=[CH:15][CH:14]=1.C1COCC1.O[Li].O.Cl, predict the reaction product. The product is: [N:1]1[C:10]2[C:5](=[CH:6][CH:7]=[CH:8][CH:9]=2)[CH:4]=[CH:3][C:2]=1[CH2:11][O:12][C:13]1[CH:14]=[CH:15][C:16]([CH2:19][C:20]([OH:22])=[O:21])=[CH:17][CH:18]=1. (3) Given the reactants [F:1][C:2]1[CH:3]=[C:4]([CH:7]=[CH:8][C:9]=1[O:10][CH3:11])[CH:5]=O.[C:12]([CH:17]=P(C1C=CC=CC=1)(C1C=CC=CC=1)C1C=CC=CC=1)([O:14][CH2:15][CH3:16])=[O:13], predict the reaction product. The product is: [F:1][C:2]1[CH:3]=[C:4](/[CH:5]=[CH:17]/[C:12]([O:14][CH2:15][CH3:16])=[O:13])[CH:7]=[CH:8][C:9]=1[O:10][CH3:11]. (4) Given the reactants [CH3:1][O:2][C:3]([CH:5]1[CH2:8][N:7]([CH2:9]C2C=C(C(F)(F)F)C3C(=CC=C(O[C@H]4CC[C@H](C(C)(C)C)CC4)C=3)N=2)[CH2:6]1)=[O:4].[C:35]([C@H:39]1[CH2:44][CH2:43][C@H:42]([O:45][C:46]2[CH:55]=[CH:54][C:53]3[C:48](=[CH:49][CH:50]=[C:51](C=O)[CH:52]=3)[N:47]=2)[CH2:41][CH2:40]1)([CH3:38])([CH3:37])[CH3:36], predict the reaction product. The product is: [CH3:1][O:2][C:3]([CH:5]1[CH2:8][N:7]([CH2:9][C:51]2[CH:52]=[C:53]3[C:48](=[CH:49][CH:50]=2)[N:47]=[C:46]([O:45][C@H:42]2[CH2:41][CH2:40][C@H:39]([C:35]([CH3:36])([CH3:38])[CH3:37])[CH2:44][CH2:43]2)[CH:55]=[CH:54]3)[CH2:6]1)=[O:4]. (5) The product is: [Br:1][C:2]1[CH:3]=[C:4]([CH:8]([P:10](=[O:17])([O:14][CH2:15][CH3:16])[O:11][CH2:12][CH3:13])[F:24])[CH:5]=[CH:6][CH:7]=1. Given the reactants [Br:1][C:2]1[CH:3]=[C:4]([CH:8]([P:10](=[O:17])([O:14][CH2:15][CH3:16])[O:11][CH2:12][CH3:13])O)[CH:5]=[CH:6][CH:7]=1.CCN(S(F)(F)[F:24])CC, predict the reaction product. (6) Given the reactants [OH:1][C:2]1[CH:3]=[C:4]([NH:8][C:9](=[O:15])[O:10][C:11]([CH3:14])([CH3:13])[CH3:12])[CH:5]=[CH:6][CH:7]=1.C([O-])([O-])=O.[K+].[K+].[Br:22][C:23]1[CH:24]=[C:25]([CH:28]=[CH:29][CH:30]=1)[CH2:26]Br.CN(C=O)C, predict the reaction product. The product is: [Br:22][C:23]1[CH:24]=[C:25]([CH:28]=[CH:29][CH:30]=1)[CH2:26][O:1][C:2]1[CH:3]=[C:4]([NH:8][C:9](=[O:15])[O:10][C:11]([CH3:12])([CH3:14])[CH3:13])[CH:5]=[CH:6][CH:7]=1.